From a dataset of Catalyst prediction with 721,799 reactions and 888 catalyst types from USPTO. Predict which catalyst facilitates the given reaction. (1) Reactant: CC(OI1(OC(C)=O)(OC(C)=O)OC(=O)C2C=CC=CC1=2)=O.[F:23][C:24]([F:63])([F:62])[C:25]1[CH:26]=[C:27]([CH:55]=[C:56]([C:58]([F:61])([F:60])[F:59])[CH:57]=1)[CH2:28][N:29]1[C:33]([N:34]2[CH:38]=[CH:37][N:36]=[CH:35]2)=[C:32]([C:39]([C:41]2[C:42](CO)=[N:43][O:44][C:45]=2[C:46]2[CH:51]=[CH:50][CH:49]=[CH:48][C:47]=2[Cl:52])=[O:40])[N:31]=[N:30]1. Product: [F:62][C:24]([F:23])([F:63])[C:25]1[CH:26]=[C:27]([CH:55]=[C:56]([C:58]([F:61])([F:60])[F:59])[CH:57]=1)[CH2:28][N:29]1[C:33]([N:34]2[CH:38]=[CH:37][N:36]=[CH:35]2)=[C:32]([C:39](=[O:40])[CH:41]([C:45](=[O:44])[C:46]2[CH:51]=[CH:50][CH:49]=[CH:48][C:47]=2[Cl:52])[C:42]#[N:43])[N:31]=[N:30]1. The catalyst class is: 317. (2) Reactant: [CH3:1][CH:2]([C:16]([O-:18])=[O:17])[C:3]1[CH:8]=[CH:7][C:6]([CH2:9][CH:10]2[C:14](=[O:15])[CH2:13][CH2:12][CH2:11]2)=[CH:5][CH:4]=1.O.O.[Na+].C(O)CC(O)C.C(O)C. Product: [CH3:1][CH:2]([C:16]([OH:18])=[O:17])[C:3]1[CH:4]=[CH:5][C:6]([CH2:9][CH:10]2[C:14](=[O:15])[CH2:13][CH2:12][CH2:11]2)=[CH:7][CH:8]=1. The catalyst class is: 6. (3) Reactant: [Br:1][C:2]1[CH:10]=[C:9](Br)[C:5]2[O:6][CH2:7][CH2:8][C:4]=2[CH:3]=1.C([Li])CCC.[Cl-].[NH4+]. Product: [Br:1][C:2]1[CH:10]=[CH:9][C:5]2[O:6][CH2:7][CH2:8][C:4]=2[CH:3]=1. The catalyst class is: 27. (4) Reactant: O1C2C=CC([C:10]3([C:13]([NH:15][C:16]4[N:21]=[C:20]([C:22]5[CH:27]=[CH:26][N:25]=[C:24]([O:28]C)[CH:23]=5)[C:19]([CH3:30])=[C:18]([CH3:31])[CH:17]=4)=[O:14])[CH2:12][CH2:11]3)=CC=2CC1.[Si](I)(C)(C)C.CO.C(OCC)(=O)C. Product: [CH3:31][C:18]1[C:19]([CH3:30])=[C:20]([C:22]2[CH:27]=[CH:26][NH:25][C:24](=[O:28])[CH:23]=2)[N:21]=[C:16]([NH:15][C:13]([CH:10]2[CH2:11][CH2:12]2)=[O:14])[CH:17]=1. The catalyst class is: 23. (5) Reactant: [OH-].[Li+].[O:3]=[C:4]1[C:13]2[C:8](=[CH:9][C:10]([C:14]3[CH:19]=[N:18][C:17]([NH:20][C:21]4[CH:22]=[N:23][C:24]([C:27]([F:30])([F:29])[F:28])=[CH:25][CH:26]=4)=[CH:16][N:15]=3)=[CH:11][CH:12]=2)[CH2:7][CH2:6][C:5]1([CH2:36][C:37]([O:39]CC)=[O:38])[CH2:31][C:32]([F:35])([F:34])[F:33]. Product: [O:3]=[C:4]1[C:13]2[C:8](=[CH:9][C:10]([C:14]3[CH:19]=[N:18][C:17]([NH:20][C:21]4[CH:22]=[N:23][C:24]([C:27]([F:28])([F:29])[F:30])=[CH:25][CH:26]=4)=[CH:16][N:15]=3)=[CH:11][CH:12]=2)[CH2:7][CH2:6][C:5]1([CH2:36][C:37]([OH:39])=[O:38])[CH2:31][C:32]([F:34])([F:35])[F:33]. The catalyst class is: 40.